From a dataset of Full USPTO retrosynthesis dataset with 1.9M reactions from patents (1976-2016). Predict the reactants needed to synthesize the given product. Given the product [CH3:32][C:27]1[NH:28][C:29]2[C:25]([CH:26]=1)=[CH:24][C:23]([NH:22][C:19]1[CH:18]=[CH:17][N:16]=[C:15]3[CH:14]=[C:13]([C:9]4[NH:8][CH:12]=[CH:11][CH:10]=4)[S:21][C:20]=13)=[CH:31][CH:30]=2, predict the reactants needed to synthesize it. The reactants are: C(OC([N:8]1[CH:12]=[CH:11][CH:10]=[C:9]1[C:13]1[S:21][C:20]2[C:15](=[N:16][CH:17]=[CH:18][C:19]=2[NH:22][C:23]2[CH:24]=[C:25]3[C:29](=[CH:30][CH:31]=2)[NH:28][C:27]([CH3:32])=[CH:26]3)[CH:14]=1)=O)(C)(C)C.FC(F)(F)C(O)=O.C(=O)([O-])[O-].[Na+].[Na+].